Dataset: Catalyst prediction with 721,799 reactions and 888 catalyst types from USPTO. Task: Predict which catalyst facilitates the given reaction. (1) Reactant: [CH3:1][O:2][C:3]1[CH:12]=[CH:11][C:6]2[C:7](=[O:10])[CH2:8][O:9][C:5]=2[C:4]=1[C:13]#[C:14][CH:15]1[CH2:20][CH2:19][N:18]([C:21]([O:23][C:24]([CH3:27])([CH3:26])[CH3:25])=[O:22])[CH2:17][CH2:16]1. Product: [CH3:1][O:2][C:3]1[CH:12]=[CH:11][C:6]2[C:7](=[O:10])[CH2:8][O:9][C:5]=2[C:4]=1/[CH:13]=[CH:14]\[CH:15]1[CH2:20][CH2:19][N:18]([C:21]([O:23][C:24]([CH3:27])([CH3:26])[CH3:25])=[O:22])[CH2:17][CH2:16]1. The catalyst class is: 604. (2) Reactant: CC1(C)[O:6][C@H:5]([CH2:7][O:8][C:9]([N:11]2[CH2:16][CH2:15][C:14]([C:17]3[CH:22]=[CH:21][C:20]([N:23]4[CH2:27][C@H:26]([CH2:28][O:29][C:30]5[CH:34]=[CH:33][O:32][N:31]=5)[O:25][C:24]4=[O:35])=[CH:19][C:18]=3[F:36])=[CH:13][CH2:12]2)=[O:10])[CH2:4][O:3]1.Cl.C(=O)([O-])[O-].[K+].[K+]. Product: [OH:6][C@@H:5]([CH2:4][OH:3])[CH2:7][O:8][C:9]([N:11]1[CH2:16][CH2:15][C:14]([C:17]2[CH:22]=[CH:21][C:20]([N:23]3[CH2:27][C@H:26]([CH2:28][O:29][C:30]4[CH:34]=[CH:33][O:32][N:31]=4)[O:25][C:24]3=[O:35])=[CH:19][C:18]=2[F:36])=[CH:13][CH2:12]1)=[O:10]. The catalyst class is: 7. (3) Reactant: C([O:3][C:4](=O)[NH:5][CH2:6][CH2:7][C:8]1[CH:13]=[CH:12][C:11]([C:14]([F:17])([F:16])[F:15])=[CH:10][CH:9]=1)C.O=P12OP3(OP(OP(O3)(O1)=O)(=O)O2)=O. Product: [F:15][C:14]([F:17])([F:16])[C:11]1[CH:12]=[C:13]2[C:8]([CH2:7][CH2:6][NH:5][C:4]2=[O:3])=[CH:9][CH:10]=1. The catalyst class is: 265. (4) Reactant: Cl.[CH2:2]([N:9]1[CH2:14][CH2:13][CH:12]([C:15]([OH:17])=O)[CH2:11][CH2:10]1)[C:3]1[CH:8]=[CH:7][CH:6]=[CH:5][CH:4]=1.[CH3:18][N:19]1[CH2:24][CH2:23][NH:22][CH2:21][CH2:20]1.C(N(CC)CC)C.C(Cl)CCl. Product: [CH2:2]([N:9]1[CH2:10][CH2:11][CH:12]([C:15]([N:22]2[CH2:23][CH2:24][N:19]([CH3:18])[CH2:20][CH2:21]2)=[O:17])[CH2:13][CH2:14]1)[C:3]1[CH:4]=[CH:5][CH:6]=[CH:7][CH:8]=1. The catalyst class is: 166. (5) Reactant: [NH2:1][C:2]1[C:3]([OH:13])=[C:4]([S:9]([NH2:12])(=[O:11])=[O:10])[C:5]([Cl:8])=[CH:6][CH:7]=1.[CH2:14]([N:21]=[C:22]=[O:23])[C:15]1[CH:20]=[CH:19][CH:18]=[CH:17][CH:16]=1. Product: [NH2:12][S:9]([C:4]1[C:3]([OH:13])=[C:2]([NH:1][C:22]([NH:21][CH2:14][C:15]2[CH:20]=[CH:19][CH:18]=[CH:17][CH:16]=2)=[O:23])[CH:7]=[CH:6][C:5]=1[Cl:8])(=[O:11])=[O:10]. The catalyst class is: 42. (6) Reactant: S(O)(O)(=O)=O.[CH3:6][NH:7][NH2:8].C([O-])(O)=O.[Na+].[CH:14]([C:16]1[CH:17]=[N:18][N:19]2[CH:24]=[CH:23][C:22]([C:25]([NH2:27])=[O:26])=[CH:21][C:20]=12)=O.[CH3:28][C:29]1[CH:34]=[CH:33][C:32]([N+:35]([O-:37])=[O:36])=[CH:31][C:30]=1[S:38](Cl)(=[O:40])=[O:39]. Product: [CH3:6][N:7]([S:38]([C:30]1[CH:31]=[C:32]([N+:35]([O-:37])=[O:36])[CH:33]=[CH:34][C:29]=1[CH3:28])(=[O:39])=[O:40])[N:8]=[CH:14][C:16]1[CH:17]=[N:18][N:19]2[CH:24]=[CH:23][C:22]([C:25]([NH2:27])=[O:26])=[CH:21][C:20]=12. The catalyst class is: 5. (7) Reactant: [OH:1][C:2]1[CH:7]=[CH:6][NH:5][C:4](=[O:8])[CH:3]=1.CS(O[CH:14]1[CH2:19][CH2:18][N:17]([C:20]([O:22][C:23]([CH3:26])([CH3:25])[CH3:24])=[O:21])[CH2:16][CH2:15]1)(=O)=O.C(=O)([O-])[O-].[K+].[K+]. Product: [O:8]=[C:4]1[CH:3]=[C:2]([O:1][CH:14]2[CH2:19][CH2:18][N:17]([C:20]([O:22][C:23]([CH3:26])([CH3:25])[CH3:24])=[O:21])[CH2:16][CH2:15]2)[CH:7]=[CH:6][NH:5]1. The catalyst class is: 173.